Task: Predict the product of the given reaction.. Dataset: Forward reaction prediction with 1.9M reactions from USPTO patents (1976-2016) Given the reactants Br[C:2]1[CH:3]=[CH:4][C:5]2[C:6]3[N:15]([CH2:16][CH:17]4[CH2:22][CH2:21][O:20][CH2:19][CH2:18]4)[C:14]([CH2:23][CH3:24])=[N:13][C:7]=3[C:8]([NH2:12])=[N:9][C:10]=2[CH:11]=1.C1(C)C=CC=CC=1P(C1C=CC=CC=1C)C1C=CC=CC=1C.[C:47]([N:51]1[CH2:56][CH2:55][O:54][CH2:53][CH2:52]1)(=[O:50])[CH:48]=[CH2:49], predict the reaction product. The product is: [CH2:23]([C:14]1[N:15]([CH2:16][CH:17]2[CH2:22][CH2:21][O:20][CH2:19][CH2:18]2)[C:6]2[C:5]3[CH:4]=[CH:3][C:2](/[CH:49]=[CH:48]/[C:47]([N:51]4[CH2:56][CH2:55][O:54][CH2:53][CH2:52]4)=[O:50])=[CH:11][C:10]=3[N:9]=[C:8]([NH2:12])[C:7]=2[N:13]=1)[CH3:24].